This data is from Catalyst prediction with 721,799 reactions and 888 catalyst types from USPTO. The task is: Predict which catalyst facilitates the given reaction. (1) Reactant: Br[CH2:2][C:3]1[C:11]2[O:10][C:9]([C:12]3[CH:17]=[CH:16][C:15]([OH:18])=[CH:14][CH:13]=3)=[CH:8][C:7]=2[CH:6]=[C:5]([OH:19])[CH:4]=1.[CH3:20][S-:21].[Na+]. Product: [OH:18][C:15]1[CH:16]=[CH:17][C:12]([C:9]2[O:10][C:11]3[C:3]([CH2:2][S:21][CH3:20])=[CH:4][C:5]([OH:19])=[CH:6][C:7]=3[CH:8]=2)=[CH:13][CH:14]=1. The catalyst class is: 5. (2) Product: [CH3:1][C:2]1[C:7]([CH3:8])=[CH:6][CH:5]=[CH:4][C:3]=1[C@@H:9]([C:11]1[NH:15][CH:14]=[CH:13][N:12]=1)[CH3:10]. The catalyst class is: 8. Reactant: [CH3:1][C:2]1[C:7]([CH3:8])=[CH:6][CH:5]=[CH:4][C:3]=1[CH:9]([C:11]1[NH:12][CH:13]=[CH:14][N:15]=1)[CH3:10]. (3) Reactant: [I:1]I.[OH-].[K+].[NH:5]1[C:13]2[C:8](=[CH:9][CH:10]=[C:11]([C:14]([O:16][CH2:17][CH3:18])=[O:15])[CH:12]=2)[CH:7]=[N:6]1.O.[Cl-].[NH4+]. Product: [I:1][C:7]1[C:8]2[C:13](=[CH:12][C:11]([C:14]([O:16][CH2:17][CH3:18])=[O:15])=[CH:10][CH:9]=2)[NH:5][N:6]=1. The catalyst class is: 3. (4) Reactant: [CH3:1][NH:2][CH3:3].Cl.[CH3:5][NH:6]C.[C-]#N.[K+].[O:11]1[C:15]2([CH2:20][CH2:19][C:18](=O)[CH2:17][CH2:16]2)[O:14][CH2:13][CH2:12]1. Product: [CH3:1][N:2]([CH3:3])[C:18]1([C:5]#[N:6])[CH2:19][CH2:20][C:15]2([O:14][CH2:13][CH2:12][O:11]2)[CH2:16][CH2:17]1. The catalyst class is: 5. (5) Reactant: [CH2:1]([N:8]1[CH:16]=[C:15]2[C:10]([CH:11]=[C:12](B3OC(C)(C)C(C)(C)O3)[CH:13]=[CH:14]2)=[N:9]1)[C:2]1[CH:7]=[CH:6][CH:5]=[CH:4][CH:3]=1.[NH2:26][C:27]1[C:32]2=[C:33](Br)[CH:34]=[C:35]([CH:36]3[CH2:40][CH2:39][N:38]([C:41]([O:43][C:44]([CH3:47])([CH3:46])[CH3:45])=[O:42])[CH2:37]3)[N:31]2[N:30]=[CH:29][N:28]=1.P([O-])([O-])([O-])=O.[K+].[K+].[K+].O. Product: [NH2:26][C:27]1[C:32]2=[C:33]([C:12]3[CH:13]=[CH:14][C:15]4[C:10]([CH:11]=3)=[N:9][N:8]([CH2:1][C:2]3[CH:3]=[CH:4][CH:5]=[CH:6][CH:7]=3)[CH:16]=4)[CH:34]=[C:35]([CH:36]3[CH2:40][CH2:39][N:38]([C:41]([O:43][C:44]([CH3:47])([CH3:46])[CH3:45])=[O:42])[CH2:37]3)[N:31]2[N:30]=[CH:29][N:28]=1. The catalyst class is: 3. (6) Reactant: O.NN.[N+:4]([C:7]1[CH:8]=[C:9]([CH:21]=[CH:22][CH:23]=1)[CH2:10][C:11]1[CH:16]=[CH:15][CH:14]=[CH:13][C:12]=1[C:17]([F:20])([F:19])[F:18])([O-])=O. Product: [F:18][C:17]([F:19])([F:20])[C:12]1[CH:13]=[CH:14][CH:15]=[CH:16][C:11]=1[CH2:10][C:9]1[CH:8]=[C:7]([CH:23]=[CH:22][CH:21]=1)[NH2:4]. The catalyst class is: 63. (7) Reactant: [NH2:1][C:2]1[N:7]([CH3:8])[C:6](=[O:9])[N:5]([CH3:10])[C:4](=[O:11])[C:3]=1[C:12]([S:14][CH3:15])=[S:13].II. Product: [CH3:10][N:5]1[C:4](=[O:11])[C:3]2=[C:12]([S:14][CH3:15])[S:13][N:1]=[C:2]2[N:7]([CH3:8])[C:6]1=[O:9]. The catalyst class is: 16.